Task: Predict which catalyst facilitates the given reaction.. Dataset: Catalyst prediction with 721,799 reactions and 888 catalyst types from USPTO (1) Reactant: [C:1]([C:5]1[CH:13]=[CH:12][C:8]([C:9]([OH:11])=[O:10])=[CH:7][C:6]=1[O:14]C)([CH3:4])([CH3:3])[CH3:2].B(Br)(Br)Br. Product: [C:1]([C:5]1[CH:13]=[CH:12][C:8]([C:9]([OH:11])=[O:10])=[CH:7][C:6]=1[OH:14])([CH3:4])([CH3:2])[CH3:3]. The catalyst class is: 2. (2) Reactant: [F:1][C:2]1[CH:26]=[CH:25][C:5]([CH2:6][NH:7][C:8]([C:10]2[N:11]=[C:12]([C:21]([O:23]C)=[O:22])[C:13]3[CH:14]=[CH:15][CH:16]=[N:17][C:18]=3[C:19]=2[OH:20])=[O:9])=[C:4]([S:27][CH3:28])[CH:3]=1.[OH-].[Na+]. Product: [F:1][C:2]1[CH:26]=[CH:25][C:5]([CH2:6][NH:7][C:8]([C:10]2[N:11]=[C:12]([C:21]([OH:23])=[O:22])[C:13]3[CH:14]=[CH:15][CH:16]=[N:17][C:18]=3[C:19]=2[OH:20])=[O:9])=[C:4]([S:27][CH3:28])[CH:3]=1. The catalyst class is: 169.